Predict the reaction yield, written as a fraction of the theoretical maximum amount of product (1.0 means a 100% yield; for example, 0.34 means a 34% yield). From a dataset of Reaction yield outcomes from USPTO patents with 853,638 reactions. (1) The reactants are Br[CH2:2][CH2:3][Cl:4].CN(C=O)C.[CH3:10][C:11]1[C:19]2[O:18][N:17]=[C:16]([OH:20])[C:15]=2[CH:14]=[CH:13][CH:12]=1.C(=O)([O-])[O-].[K+].[K+]. The catalyst is ClCCl.CO.O.C(OC(=O)C)C. The product is [Cl:4][CH2:3][CH2:2][O:20][C:16]1[C:15]2[CH:14]=[CH:13][CH:12]=[C:11]([CH3:10])[C:19]=2[O:18][N:17]=1. The yield is 0.700. (2) The reactants are [Br:1][C:2]1[CH:8]=[C:7]([F:9])[CH:6]=[CH:5][C:3]=1[NH2:4].[N:10]([O-])=O.[Na+].Cl[Sn]Cl.Cl. The catalyst is Cl. The product is [Br:1][C:2]1[CH:8]=[C:7]([F:9])[CH:6]=[CH:5][C:3]=1[NH:4][NH2:10]. The yield is 0.830. (3) The reactants are [F:1][C:2]1[CH:7]=[CH:6][CH:5]=[C:4]([F:8])[C:3]=1[C:9]1[S:10][C:11]([NH:36]C(=O)OC(C)(C)C)=[C:12]([C:14](=[O:35])[NH:15][C:16]2[CH:17]=[N:18][N:19]([CH3:34])[C:20]=2[C:21]2[CH2:22][CH2:23][N:24](C(OC(C)(C)C)=O)[CH2:25][CH:26]=2)[N:13]=1.Cl. The catalyst is CO.O1CCOCC1. The product is [NH2:36][C:11]1[S:10][C:9]([C:3]2[C:2]([F:1])=[CH:7][CH:6]=[CH:5][C:4]=2[F:8])=[N:13][C:12]=1[C:14]([NH:15][C:16]1[CH:17]=[N:18][N:19]([CH3:34])[C:20]=1[C:21]1[CH2:22][CH2:23][NH:24][CH2:25][CH:26]=1)=[O:35]. The yield is 0.950. (4) The reactants are [CH2:1]([NH:3][CH2:4][CH3:5])[CH3:2].CN(C)C=O.F[C:12]1[CH:17]=[CH:16][C:15]([C:18]([F:21])([F:20])[F:19])=[CH:14][C:13]=1[N+:22]([O-:24])=[O:23]. The catalyst is O. The product is [CH2:1]([N:3]([CH2:4][CH3:5])[C:12]1[CH:17]=[CH:16][C:15]([C:18]([F:21])([F:20])[F:19])=[CH:14][C:13]=1[N+:22]([O-:24])=[O:23])[CH3:2]. The yield is 0.983. (5) The reactants are [CH3:1][CH:2]([N:4]1[C:12](/[CH:13]=[CH:14]/[C@H:15]([OH:24])[CH2:16][C@H:17]([OH:23])[CH2:18][C:19]([O:21]C)=[O:20])=[C:11]([C:25]2[CH:30]=[CH:29][C:28]([F:31])=[CH:27][CH:26]=2)[C:10]2[C:5]1=[CH:6][CH:7]=[CH:8][CH:9]=2)[CH3:3].[OH-].[Na+:33]. The catalyst is O. The product is [CH3:3][CH:2]([N:4]1[C:12](/[CH:13]=[CH:14]/[CH:15]([OH:24])[CH2:16][CH:17]([OH:23])[CH2:18][C:19]([O-:21])=[O:20])=[C:11]([C:25]2[CH:26]=[CH:27][C:28]([F:31])=[CH:29][CH:30]=2)[C:10]2[CH:9]=[CH:8][CH:7]=[CH:6][C:5]1=2)[CH3:1].[Na+:33]. The yield is 0.310.